From a dataset of Aqueous solubility values for 9,982 compounds from the AqSolDB database. Regression/Classification. Given a drug SMILES string, predict its absorption, distribution, metabolism, or excretion properties. Task type varies by dataset: regression for continuous measurements (e.g., permeability, clearance, half-life) or binary classification for categorical outcomes (e.g., BBB penetration, CYP inhibition). For this dataset (solubility_aqsoldb), we predict Y. (1) The molecule is CN(C)CC(O)c1ccc(Cl)c2ccccc12. The Y is -1.22 log mol/L. (2) The compound is [Bi+3].[Bi+3].[O-2].[O-2].[O-2]. The Y is -5.78 log mol/L. (3) The compound is COC(=O)C(C)N(C(=O)c1ccco1)c1c(C)cccc1C. The Y is -3.12 log mol/L. (4) The compound is N#Cc1cc(Br)c(O)c(Br)c1. The Y is -3.33 log mol/L. (5) The drug is C=C(C)C(=O)OCCOCCOCCOC(=O)C(=C)C. The Y is -1.90 log mol/L. (6) The molecule is CCCCCCCCSc1nc(Nc2cc(C(C)(C)C)c(O)c(C(C)(C)C)c2)nc(SCCCCCCCC)n1. The Y is -7.47 log mol/L.